From a dataset of Forward reaction prediction with 1.9M reactions from USPTO patents (1976-2016). Predict the product of the given reaction. Given the reactants C([O:5][C:6](=[O:39])[C@@H:7]([NH:11][S:12]([C:15]1[CH:20]=[CH:19][C:18]([C:21]2[CH:26]=[CH:25][C:24]([NH:27][C:28]([C:30]3[O:31][C:32]4[CH:38]=[CH:37][CH:36]=[CH:35][C:33]=4[N:34]=3)=[O:29])=[CH:23][CH:22]=2)=[CH:17][CH:16]=1)(=[O:14])=[O:13])[CH:8]([CH3:10])[CH3:9])(C)(C)C.C(O)(C(F)(F)F)=O.C(Cl)Cl, predict the reaction product. The product is: [CH3:9][CH:8]([CH3:10])[C@H:7]([NH:11][S:12]([C:15]1[CH:16]=[CH:17][C:18]([C:21]2[CH:22]=[CH:23][C:24]([NH:27][C:28]([C:30]3[O:31][C:32]4[CH:38]=[CH:37][CH:36]=[CH:35][C:33]=4[N:34]=3)=[O:29])=[CH:25][CH:26]=2)=[CH:19][CH:20]=1)(=[O:14])=[O:13])[C:6]([OH:39])=[O:5].